From a dataset of Reaction yield outcomes from USPTO patents with 853,638 reactions. Predict the reaction yield, written as a fraction of the theoretical maximum amount of product (1.0 means a 100% yield; for example, 0.34 means a 34% yield). (1) The reactants are [O:1]=[C:2]1[C:10]2[C:5](=[CH:6][CH:7]=[CH:8][CH:9]=2)[C:4](=[O:11])[N:3]1[CH2:12][CH2:13][CH2:14][CH2:15][CH2:16][CH2:17][CH2:18][CH2:19][CH2:20][CH2:21][CH2:22][CH2:23][P:24](=[O:31])([O:28]CC)[O:25]CC.Br[Si](C)(C)C.O. The catalyst is ClCCl.CO. The product is [O:11]=[C:4]1[C:5]2[C:10](=[CH:9][CH:8]=[CH:7][CH:6]=2)[C:2](=[O:1])[N:3]1[CH2:12][CH2:13][CH2:14][CH2:15][CH2:16][CH2:17][CH2:18][CH2:19][CH2:20][CH2:21][CH2:22][CH2:23][P:24](=[O:25])([OH:31])[OH:28]. The yield is 0.980. (2) The reactants are I[C:2]1[CH:3]=[N:4][C:5]2[C:10]([CH:11]=1)=[CH:9][CH:8]=[CH:7][C:6]=2[N:12]1[CH2:17][CH2:16][N:15]([CH3:18])[CH2:14][CH2:13]1.BrC1C=NC2C(C=1)=CC=CC=2N1CCN(C)CC1.[Na+].[C:38]1([S:44]([O-:46])=[O:45])[CH:43]=[CH:42][CH:41]=[CH:40][CH:39]=1.C(=O)([O-])O.[Na+]. The catalyst is CN(C)C=O.[Cu]I.CO.ClCCl. The product is [CH3:18][N:15]1[CH2:16][CH2:17][N:12]([C:6]2[CH:7]=[CH:8][CH:9]=[C:10]3[C:5]=2[N:4]=[CH:3][C:2]([S:44]([C:38]2[CH:43]=[CH:42][CH:41]=[CH:40][CH:39]=2)(=[O:46])=[O:45])=[CH:11]3)[CH2:13][CH2:14]1. The yield is 0.0700. (3) The reactants are O.C(=O)([O-])[O-].[Na+].[Na+].[Br:8][C:9]1[CH:10]=[N:11][CH:12]=[C:13]([OH:15])[CH:14]=1.O.[I:17]I.Cl. No catalyst specified. The product is [Br:8][C:9]1[CH:14]=[C:13]([OH:15])[C:12]([I:17])=[N:11][CH:10]=1. The yield is 0.994. (4) The reactants are BrN1C(=O)CCC1=O.[O:9]1[C:13]2[CH:14]=[CH:15][C:16]([CH2:18][C:19]([OH:21])=[O:20])=[CH:17][C:12]=2[CH2:11][CH2:10]1. The catalyst is C(Cl)(Cl)(Cl)Cl.C(OOC(=O)C1C=CC=CC=1)(=O)C1C=CC=CC=1. The product is [O:9]1[C:13]2[CH:14]=[CH:15][C:16]([CH2:18][C:19]([OH:21])=[O:20])=[CH:17][C:12]=2[CH:11]=[CH:10]1. The yield is 0.440.